From a dataset of Peptide-MHC class II binding affinity with 134,281 pairs from IEDB. Regression. Given a peptide amino acid sequence and an MHC pseudo amino acid sequence, predict their binding affinity value. This is MHC class II binding data. (1) The peptide sequence is EKKYFAATQFEPLAS. The MHC is HLA-DPA10201-DPB10501 with pseudo-sequence HLA-DPA10201-DPB10501. The binding affinity (normalized) is 0.529. (2) The peptide sequence is AAAAAYEAAFAATVP. The MHC is DRB1_0301 with pseudo-sequence DRB1_0301. The binding affinity (normalized) is 0. (3) The peptide sequence is TPVNIIGRNLLTQIG. The MHC is DRB3_0101 with pseudo-sequence DRB3_0101. The binding affinity (normalized) is 0.297. (4) The peptide sequence is SKAYANMWSLMYFHK. The MHC is DRB1_0701 with pseudo-sequence DRB1_0701. The binding affinity (normalized) is 0.686. (5) The peptide sequence is KGNFQRLAITKGKVD. The MHC is DRB3_0202 with pseudo-sequence DRB3_0202. The binding affinity (normalized) is 0.359. (6) The peptide sequence is YDKFLANVSTVLTWK. The MHC is DRB1_0401 with pseudo-sequence DRB1_0401. The binding affinity (normalized) is 0.669. (7) The peptide sequence is STQLIMPVPGILLTG. The MHC is DRB1_0301 with pseudo-sequence DRB1_0301. The binding affinity (normalized) is 0.322.